From a dataset of Full USPTO retrosynthesis dataset with 1.9M reactions from patents (1976-2016). Predict the reactants needed to synthesize the given product. (1) Given the product [N:1]1([C:6]2[N:11]=[C:10](/[CH:12]=[N:15]/[OH:16])[CH:9]=[CH:8][CH:7]=2)[CH2:5][CH2:4][CH2:3][CH2:2]1, predict the reactants needed to synthesize it. The reactants are: [N:1]1([C:6]2[N:11]=[C:10]([CH:12]=O)[CH:9]=[CH:8][CH:7]=2)[CH2:5][CH2:4][CH2:3][CH2:2]1.Cl.[NH2:15][OH:16].N1C=CC=CC=1. (2) The reactants are: C(OC(=O)[NH:7][C:8]1[C:13]([C:14](=[O:19])[C:15]([F:18])([F:17])[F:16])=[CH:12][CH:11]=[C:10]([NH:20][CH2:21][CH2:22][NH:23]C(OC(C)(C)C)=O)[N:9]=1)(C)(C)C.[ClH:32]. Given the product [ClH:32].[NH2:7][C:8]1[C:13]([C:14](=[O:19])[C:15]([F:16])([F:18])[F:17])=[CH:12][CH:11]=[C:10]([NH:20][CH2:21][CH2:22][NH2:23])[N:9]=1, predict the reactants needed to synthesize it. (3) Given the product [CH:1]1([C:7]2[C:8]3[CH:9]=[CH:10][C:11]([C:29]([O:31][CH3:32])=[O:30])=[CH:12][C:13]=3[N:14]3[CH2:20][CH:19]=[CH:18][C:17]4[CH:25]=[CH:26][CH:27]=[CH:28][C:16]=4[C:15]=23)[CH2:2][CH2:3][CH2:4][CH2:5][CH2:6]1, predict the reactants needed to synthesize it. The reactants are: [CH:1]1([C:7]2[C:8]3[CH:9]=[CH:10][C:11]([C:29]([O:31][CH3:32])=[O:30])=[CH:12][C:13]=3[N:14]3[CH2:20][C:19](C(OC)=O)=[CH:18][C:17]4[CH:25]=[CH:26][CH:27]=[CH:28][C:16]=4[C:15]=23)[CH2:6][CH2:5][CH2:4][CH2:3][CH2:2]1.[Li+].[OH-].Cl. (4) Given the product [NH2:1][C:4]1[CH:5]=[N:6][C:7]2[C:12]([C:13]=1[NH:14][CH2:15][CH2:16][NH:17][C:18](=[O:24])[O:19][C:20]([CH3:22])([CH3:21])[CH3:23])=[N:11][CH:10]=[CH:9][CH:8]=2, predict the reactants needed to synthesize it. The reactants are: [N+:1]([C:4]1[CH:5]=[N:6][C:7]2[C:12]([C:13]=1[NH:14][CH2:15][CH2:16][NH:17][C:18](=[O:24])[O:19][C:20]([CH3:23])([CH3:22])[CH3:21])=[N:11][CH:10]=[CH:9][CH:8]=2)([O-])=O.